The task is: Predict which catalyst facilitates the given reaction.. This data is from Catalyst prediction with 721,799 reactions and 888 catalyst types from USPTO. Reactant: [C:1]([CH2:3]P(=O)(OCC)OCC)#[N:2].[H-].[Na+].[C:14]([O:17][CH2:18][C:19]([CH3:48])([CH3:47])[CH2:20][N:21]1[C:27]2[CH:28]=[CH:29][C:30]([Cl:32])=[CH:31][C:26]=2[C@@H:25]([C:33]2[CH:38]=[CH:37][CH:36]=[C:35]([O:39][CH3:40])[C:34]=2[O:41][CH3:42])[O:24][C@H:23]([CH2:43][CH:44]=O)[C:22]1=[O:46])(=[O:16])[CH3:15].[Mg].C(N(CC)CC)C.C(Cl)(=O)C. Product: [C:14]([O:17][CH2:18][C:19]([CH3:47])([CH3:48])[CH2:20][N:21]1[C:27]2[CH:28]=[CH:29][C:30]([Cl:32])=[CH:31][C:26]=2[C@@H:25]([C:33]2[CH:38]=[CH:37][CH:36]=[C:35]([O:39][CH3:40])[C:34]=2[O:41][CH3:42])[O:24][C@H:23]([CH2:43][CH2:44][CH2:3][C:1]#[N:2])[C:22]1=[O:46])(=[O:16])[CH3:15]. The catalyst class is: 56.